Dataset: Reaction yield outcomes from USPTO patents with 853,638 reactions. Task: Predict the reaction yield, written as a fraction of the theoretical maximum amount of product (1.0 means a 100% yield; for example, 0.34 means a 34% yield). (1) The reactants are [C:1]([C:3]1[CH:23]=[CH:22][C:6]2[NH:7][C:8](=[O:21])[C@@H:9]([NH:13][C:14](=[O:20])[O:15][C:16]([CH3:19])([CH3:18])[CH3:17])[C@H:10]([CH3:12])[NH:11][C:5]=2[CH:4]=1)#[N:2].[CH3:24][S:25]([CH2:28][C:29](O)=[O:30])(=[O:27])=[O:26].P(Cl)(Cl)(Cl)=O. The catalyst is N1C=CC=CC=1. The product is [C:1]([C:3]1[CH:23]=[CH:22][C:6]2[NH:7][C:8](=[O:21])[C@@H:9]([NH:13][C:14](=[O:20])[O:15][C:16]([CH3:18])([CH3:19])[CH3:17])[C@H:10]([CH3:12])[N:11]([C:29](=[O:30])[CH2:28][S:25]([CH3:24])(=[O:27])=[O:26])[C:5]=2[CH:4]=1)#[N:2]. The yield is 0.940. (2) The catalyst is C1(C)C=CC=CC=1. The yield is 0.990. The product is [C:1]([C:5]1[CH:6]=[C:7]2[C:11]([CH:10]=[C:9]([CH3:22])[CH:8]2[Si:34]([Cl:33])([CH3:36])[CH3:35])=[C:12]([C:16]2[CH:21]=[CH:20][CH:19]=[CH:18][CH:17]=2)[C:13]=1[O:14][CH3:15])([CH3:4])([CH3:2])[CH3:3]. The reactants are [C:1]([C:5]1[CH:6]=[C:7]2[C:11](=[C:12]([C:16]3[CH:21]=[CH:20][CH:19]=[CH:18][CH:17]=3)[C:13]=1[O:14][CH3:15])[CH2:10][C:9]([CH3:22])=[CH:8]2)([CH3:4])([CH3:3])[CH3:2].[Li]CCCC.C1COCC1.[Cl:33][Si:34](Cl)([CH3:36])[CH3:35]. (3) The reactants are [CH2:1]([O:8][C:9]([N:11]1[CH2:15][CH:14]([CH2:16]C(O)=O)[CH:13]([CH2:20][C:21]([OH:23])=O)[CH2:12]1)=[O:10])[C:2]1[CH:7]=[CH:6][CH:5]=[CH:4][CH:3]=1.C([O-])(=O)C.[Na+]. The catalyst is C(OC(=O)C)(=O)C. The product is [O:23]=[C:21]1[CH2:16][C@@H:14]2[CH2:15][N:11]([C:9]([O:8][CH2:1][C:2]3[CH:3]=[CH:4][CH:5]=[CH:6][CH:7]=3)=[O:10])[CH2:12][C@@H:13]2[CH2:20]1. The yield is 0.712. (4) The reactants are [N:1]([CH2:4][C@@H:5]1[C@H:9]2[O:10][C:11]([CH3:14])([CH3:13])[O:12][C@H:8]2[C@H:7]([N:15]2[CH:23]=[N:22][C:21]3[C:16]2=[N:17][CH:18]=[N:19][CH:20]=3)[O:6]1)=[N+]=[N-]. The yield is 0.520. The product is [CH3:13][C:11]1([CH3:14])[O:12][C@H:8]2[C@H:7]([N:15]3[CH:23]=[N:22][C:21]4[C:16]3=[N:17][CH:18]=[N:19][CH:20]=4)[O:6][C@H:5]([CH2:4][NH2:1])[C@H:9]2[O:10]1. The catalyst is CO.[Pd]. (5) The reactants are CC(OI1(OC(C)=O)(OC(C)=O)OC(=O)C2C=CC=CC1=2)=O.[C:23]([O:27][C:28]([N:30]1[CH2:35][CH2:34][C:33]2[N:36]([CH2:49][CH2:50][CH2:51][OH:52])[N:37]=[C:38]([C:39]3[CH:44]=[CH:43][C:42]([C:45]([F:48])([F:47])[F:46])=[CH:41][CH:40]=3)[C:32]=2[CH2:31]1)=[O:29])([CH3:26])([CH3:25])[CH3:24]. The yield is 0.790. The catalyst is C(Cl)Cl.CCOCC.C([O-])(O)=O.[Na+]. The product is [C:23]([O:27][C:28]([N:30]1[CH2:35][CH2:34][C:33]2[N:36]([CH2:49][CH2:50][CH:51]=[O:52])[N:37]=[C:38]([C:39]3[CH:44]=[CH:43][C:42]([C:45]([F:48])([F:46])[F:47])=[CH:41][CH:40]=3)[C:32]=2[CH2:31]1)=[O:29])([CH3:26])([CH3:25])[CH3:24]. (6) The catalyst is C(COC)OC.C(OCC)C. The product is [CH3:1][C:2]1([CH3:11])[CH2:7][CH:6]([C:25]([OH:29])=[O:33])[CH2:5][C:4]([CH3:10])([CH3:9])[O:3]1. The reactants are [CH3:1][C:2]1([CH3:11])[CH2:7][C:6](=O)[CH2:5][C:4]([CH3:10])([CH3:9])[O:3]1.C1(C)C=CC(S(C[N+]#[C-])(=O)=O)=CC=1.[C:25]([OH:29])(C)(C)C.CC(C)([O-:33])C.[K+]. The yield is 0.800. (7) The reactants are O[CH2:2][C:3]1[CH:8]=[CH:7][C:6]([OH:9])=[CH:5][CH:4]=1.[N+:10]([CH:13]([CH3:15])[CH3:14])([O-:12])=[O:11].CC(C)([O-])C.[K+]. The catalyst is COCCOCCOC. The product is [CH3:14][C:13]([N+:10]([O-:12])=[O:11])([CH3:15])[CH2:2][C:3]1[CH:8]=[CH:7][C:6]([OH:9])=[CH:5][CH:4]=1. The yield is 0.830. (8) The reactants are [F:1][C:2]1[CH:3]=[N:4][N:5]([C:7]2[N:12]=[C:11]([OH:13])[C:10]([C:14]([OH:16])=O)=[CH:9][N:8]=2)[CH:6]=1.CCN(CC)CC.CN(C(ON1N=NC2C=CC=NC1=2)=[N+](C)C)C.F[P-](F)(F)(F)(F)F.[NH2:48][C@H:49]([C:62]1[CH:67]=[CH:66][C:65]([F:68])=[CH:64][CH:63]=1)[C:50]1[CH:55]=[CH:54][C:53]([P:56]([CH3:61])(=[O:60])[O:57][CH2:58][CH3:59])=[CH:52][CH:51]=1.Cl.N[C@H](C1C=CC(F)=CC=1)C1C=CC(P(C)(=O)OCC)=CC=1. The catalyst is CC#N. The product is [F:1][C:2]1[CH:3]=[N:4][N:5]([C:7]2[N:12]=[C:11]([OH:13])[C:10]([C:14]([NH:48][C@H:49]([C:62]3[CH:63]=[CH:64][C:65]([F:68])=[CH:66][CH:67]=3)[C:50]3[CH:55]=[CH:54][C:53]([P:56]([CH3:61])(=[O:60])[O:57][CH2:58][CH3:59])=[CH:52][CH:51]=3)=[O:16])=[CH:9][N:8]=2)[CH:6]=1. The yield is 0.157. (9) The reactants are C(OC(OCC)C(=O)CC1C=CC(C)=CC=1)C.[CH:18]1[CH:23]=[CH:22][C:21]([CH2:24][C:25]2[NH:34][C:33]([C:35]3[CH:40]=[CH:39][C:38]([OH:41])=[CH:37][CH:36]=3)=[CH:32][N:31]3[C:26]=2[N:27]=[C:28]([CH2:42][C:43]2[CH:48]=[CH:47][C:46]([OH:49])=[CH:45][CH:44]=2)[C:29]3=[O:30])=[CH:20][CH:19]=1.Cl. The catalyst is O1CCOCC1.O. The product is [CH:18]1[CH:23]=[CH:22][C:21]([CH2:24][C:25]2[C:26]3[N:31]([CH:32]=[C:33]([C:35]4[CH:36]=[CH:37][C:38]([OH:41])=[CH:39][CH:40]=4)[N:34]=2)[C:29]([OH:30])=[C:28]([CH2:42][C:43]2[CH:48]=[CH:47][C:46]([OH:49])=[CH:45][CH:44]=2)[N:27]=3)=[CH:20][CH:19]=1. The yield is 0.604. (10) The reactants are [CH3:1][C:2]1[C:11]2[C:10](=[O:12])[N:9]([CH2:13][C:14]([OH:16])=O)[N:8]=[N:7][C:6]=2[CH:5]=[CH:4][CH:3]=1.[C:17]1([CH3:26])[CH:22]=[CH:21][C:20]([C@@H:23]([NH2:25])[CH3:24])=[CH:19][CH:18]=1. No catalyst specified. The product is [CH3:1][C:2]1[C:11]2[C:10](=[O:12])[N:9]([CH2:13][C:14]([NH:25][C@H:23]([C:20]3[CH:21]=[CH:22][C:17]([CH3:26])=[CH:18][CH:19]=3)[CH3:24])=[O:16])[N:8]=[N:7][C:6]=2[CH:5]=[CH:4][CH:3]=1. The yield is 0.0400.